This data is from Full USPTO retrosynthesis dataset with 1.9M reactions from patents (1976-2016). The task is: Predict the reactants needed to synthesize the given product. Given the product [CH2:17]([O:24][NH:25][C:13]([C:10]1[CH:9]=[CH:8][C:7]([C:1]2[CH:2]=[CH:3][CH:4]=[CH:5][CH:6]=2)=[CH:12][N:11]=1)=[O:15])[C:18]1[CH:23]=[CH:22][CH:21]=[CH:20][CH:19]=1, predict the reactants needed to synthesize it. The reactants are: [C:1]1([C:7]2[CH:8]=[CH:9][C:10]([C:13]([OH:15])=O)=[N:11][CH:12]=2)[CH:6]=[CH:5][CH:4]=[CH:3][CH:2]=1.Cl.[CH2:17]([O:24][NH2:25])[C:18]1[CH:23]=[CH:22][CH:21]=[CH:20][CH:19]=1.